From a dataset of Forward reaction prediction with 1.9M reactions from USPTO patents (1976-2016). Predict the product of the given reaction. (1) Given the reactants [C:1]([C:4]1[C:9](=[O:10])[C:8]([O:11][CH3:12])=[CH:7][N:6]([C:13]2[CH:18]=[CH:17][CH:16]=[CH:15][CH:14]=2)[N:5]=1)(=O)[CH3:2].[C:19](#[N:21])C.CO[CH:24](OC)[N:25](C)C, predict the reaction product. The product is: [CH3:12][O:11][C:8]1[C:9](=[O:10])[C:4]([C:1]2[N:21]([CH3:19])[N:25]=[CH:24][CH:2]=2)=[N:5][N:6]([C:13]2[CH:18]=[CH:17][CH:16]=[CH:15][CH:14]=2)[CH:7]=1. (2) Given the reactants [Cl:1][C:2]1[CH:3]=[C:4]([O:15][CH2:16][CH2:17][O:18][CH3:19])[CH:5]=[C:6]2[C:11]=1[CH:10]=[N:9][CH:8]([CH:12]([CH3:14])[CH3:13])[CH2:7]2.CN([CH:23]=[C:24]([C:30](=[O:32])[CH3:31])[C:25]([O:27][CH2:28][CH3:29])=[O:26])C.Cl.O1CCOCC1, predict the reaction product. The product is: [Cl:1][C:2]1[C:11]2[CH:10]3[N:9]([CH:8]([CH:12]([CH3:13])[CH3:14])[CH2:7][C:6]=2[CH:5]=[C:4]([O:15][CH2:16][CH2:17][O:18][CH3:19])[CH:3]=1)[CH:23]=[C:24]([C:25]([O:27][CH2:28][CH3:29])=[O:26])[C:30](=[O:32])[CH2:31]3. (3) Given the reactants BrC1[C:15]2[C:16]3=[C:17]4[C:12](=[CH:13][CH:14]=2)[CH:11]=[C:10](C(C)(C)C)[CH:9]=[C:8]4[CH:7]=[CH:6][C:5]3=CC=1.[C:22]1(B(O)O)[CH:27]=[CH:26][CH:25]=[CH:24][CH:23]=1.P([O-])([O-])([O-])=O.[K+].[K+].[K+].CN(C)C=O, predict the reaction product. The product is: [C:8]([C:10]1[CH:9]=[C:8]2[C:17]3=[C:16]4[C:5](=[CH:6][CH:5]=[C:16]([C:22]5[CH:27]=[CH:26][CH:25]=[CH:24][CH:23]=5)[C:15]4=[CH:14][CH:13]=[C:12]3[CH:11]=1)[CH:6]=[CH:7]2)([CH3:17])([CH3:9])[CH3:7].